This data is from Catalyst prediction with 721,799 reactions and 888 catalyst types from USPTO. The task is: Predict which catalyst facilitates the given reaction. (1) Reactant: [H-].[Na+].[OH:3][C:4]1[CH:5]=[C:6]([CH:9]=[CH:10][C:11]=1[I:12])[CH:7]=[O:8].IC.[C:15]1([O-])C=CC=CC=1.[OH:22][CH2:23][C:24]([CH3:28])([CH2:26]O)[CH3:25]. Product: [I:12][C:11]1[CH:10]=[CH:9][C:6]([CH:7]2[O:22][CH2:23][C:24]([CH3:28])([CH3:26])[CH2:25][O:8]2)=[CH:5][C:4]=1[O:3][CH3:15]. The catalyst class is: 39. (2) Reactant: [H-].[Al+3].[Li+].[H-].[H-].[H-].CON(C)[C:10]([CH:12]1[CH2:17][CH2:16][N:15]([C:18]([OH:20])=[O:19])[CH2:14][CH2:13]1)=[O:11]. Product: [C:12]([O:20][C:18]([N:15]1[CH2:14][CH2:13][CH:12]([CH:10]=[O:11])[CH2:17][CH2:16]1)=[O:19])([CH3:17])([CH3:13])[CH3:10]. The catalyst class is: 28. (3) Reactant: Cl.[CH3:2][O:3][C:4]1[CH:9]=[CH:8][C:7]([CH:10]([NH:14][C:15]2[CH:20]=[CH:19][CH:18]=[CH:17][CH:16]=2)[C:11]([OH:13])=[O:12])=[CH:6][CH:5]=1.C1CCC(N=C=NC2CCCCC2)CC1.C1C=CC2N(O)N=NC=2C=1.CCN(C(C)C)C(C)C.[N:55]12[CH2:62][CH2:61][CH:58]([CH2:59][CH2:60]1)[C@@H:57](O)[CH2:56]2. Product: [N:55]12[CH2:62][CH2:61][CH:58]([CH2:59][CH2:60]1)[C@@H:57]([O:12][C:11](=[O:13])[CH:10]([C:7]1[CH:6]=[CH:5][C:4]([O:3][CH3:2])=[CH:9][CH:8]=1)[NH:14][C:15]1[CH:20]=[CH:19][CH:18]=[CH:17][CH:16]=1)[CH2:56]2. The catalyst class is: 1. (4) Reactant: C(=O)([O-])[O-].[K+].[K+].C1(N2CCC3C(=CC(O)=CC=3)C2=O)CCCC1.BrC[C:26]1[CH:27]=[C:28]([B:32]([OH:34])[OH:33])[CH:29]=[CH:30][CH:31]=1. Product: [C:28]1([B:32]([OH:34])[OH:33])[CH:29]=[CH:30][CH:31]=[CH:26][CH:27]=1. The catalyst class is: 21. (5) Reactant: [Br:1][C:2]1[C:7]([CH3:8])=[CH:6][C:5]([NH:9][C:10]2[N:15]=[C:14]([NH:16][C:17]3[CH:21]=[C:20]([CH3:22])[NH:19][N:18]=3)[C:13]([Cl:23])=[CH:12][N:11]=2)=[C:4]([CH3:24])[CH:3]=1.CC1C=CC(S(O)(=O)=O)=CC=1.[O:36]1[CH:41]=[CH:40][CH2:39][CH2:38][CH2:37]1.C([O-])(O)=O.[Na+]. Product: [Br:1][C:2]1[C:7]([CH3:8])=[CH:6][C:5]([NH:9][C:10]2[N:15]=[C:14]([NH:16][C:17]3[CH:21]=[C:20]([CH3:22])[N:19]([CH:37]4[CH2:38][CH2:39][CH2:40][CH2:41][O:36]4)[N:18]=3)[C:13]([Cl:23])=[CH:12][N:11]=2)=[C:4]([CH3:24])[CH:3]=1. The catalyst class is: 1.